This data is from Catalyst prediction with 721,799 reactions and 888 catalyst types from USPTO. The task is: Predict which catalyst facilitates the given reaction. (1) Reactant: [Cl:1][C:2]1[CH:7]=[CH:6][CH:5]=[C:4]([CH2:8][C:9]2[N:14]=[C:13](O)[CH:12]=[C:11]([O:16][CH3:17])[N:10]=2)[C:3]=1[NH:18][S:19]([CH:22]([F:24])[F:23])(=[O:21])=[O:20].CN(C)C1C=CC=CC=1.P(Cl)(Cl)([Cl:36])=O.O. Product: [Cl:1][C:2]1[CH:7]=[CH:6][CH:5]=[C:4]([CH2:8][C:9]2[N:14]=[C:13]([Cl:36])[CH:12]=[C:11]([O:16][CH3:17])[N:10]=2)[C:3]=1[NH:18][S:19]([CH:22]([F:24])[F:23])(=[O:21])=[O:20]. The catalyst class is: 13. (2) Reactant: [Br:1][C:2]1[CH:3]=[N:4][N:5]([C:7]2[CH:12]=[CH:11][N:10]=[CH:9][C:8]=2F)[CH:6]=1.[CH3:14][N:15]([CH3:24])[C:16]([CH:18]1[CH2:23][CH2:22][NH:21][CH2:20][CH2:19]1)=[O:17].C(=O)([O-])[O-].[K+].[K+].CN1C(=O)CCC1. Product: [Br:1][C:2]1[CH:3]=[N:4][N:5]([C:7]2[CH:12]=[CH:11][N:10]=[CH:9][C:8]=2[N:21]2[CH2:22][CH2:23][CH:18]([C:16]([N:15]([CH3:24])[CH3:14])=[O:17])[CH2:19][CH2:20]2)[CH:6]=1. The catalyst class is: 6.